This data is from Full USPTO retrosynthesis dataset with 1.9M reactions from patents (1976-2016). The task is: Predict the reactants needed to synthesize the given product. Given the product [ClH:35].[CH3:1][C:2]1[S:3][C:4]([C:8]2[CH:13]=[CH:12][N:11]([CH2:14][CH2:15][CH2:16][CH2:17][N:18]3[CH2:23][C@H:22]4[C@:20]([C:24]5[CH:25]=[CH:26][C:27]([C:30]([F:32])([F:33])[F:31])=[CH:28][CH:29]=5)([CH2:21]4)[CH2:19]3)[C:10](=[O:34])[N:9]=2)=[C:5]([CH3:7])[N:6]=1, predict the reactants needed to synthesize it. The reactants are: [CH3:1][C:2]1[S:3][C:4]([C:8]2[CH:13]=[CH:12][N:11]([CH2:14][CH2:15][CH2:16][CH2:17][N:18]3[CH2:23][C@H:22]4[C@:20]([C:24]5[CH:29]=[CH:28][C:27]([C:30]([F:33])([F:32])[F:31])=[CH:26][CH:25]=5)([CH2:21]4)[CH2:19]3)[C:10](=[O:34])[N:9]=2)=[C:5]([CH3:7])[N:6]=1.[ClH:35].O1CCOCC1.